From a dataset of Reaction yield outcomes from USPTO patents with 853,638 reactions. Predict the reaction yield, written as a fraction of the theoretical maximum amount of product (1.0 means a 100% yield; for example, 0.34 means a 34% yield). (1) The reactants are [Cl:1][C:2]1[CH:3]=[C:4]([CH:21]=[O:22])[C:5]2[O:10][CH:9]([C:11]([F:14])([F:13])[F:12])[C:8]([C:15]([O:17]CC)=[O:16])=[CH:7][C:6]=2[CH:20]=1.[OH-].[Na+]. The catalyst is C1COCC1.CCO.O. The product is [Cl:1][C:2]1[CH:3]=[C:4]([CH:21]=[O:22])[C:5]2[O:10][CH:9]([C:11]([F:13])([F:14])[F:12])[C:8]([C:15]([OH:17])=[O:16])=[CH:7][C:6]=2[CH:20]=1. The yield is 0.230. (2) The reactants are [C:1]([OH:8])(=[O:7])/[CH:2]=[CH:3]\[C:4]([OH:6])=[O:5].[C:9]([N:12]1[CH2:17][CH2:16][N:15]([CH2:18][CH2:19][O:20][C:21]2[CH:26]=[CH:25][C:24]([CH:27]3[CH2:32][CH2:31][N:30]([C:33]4[CH2:34][CH2:35][C:36]5[N:37]([C:39]([C:42]([F:45])([F:44])[F:43])=[N:40][N:41]=5)[N:38]=4)[CH2:29][CH2:28]3)=[CH:23][CH:22]=2)[CH2:14][CH2:13]1)(=[O:11])[CH3:10].C(OC(=O)C)C. The catalyst is CO. The product is [C:1]([OH:8])(=[O:7])/[CH:2]=[CH:3]\[C:4]([OH:6])=[O:5].[C:9]([N:12]1[CH2:13][CH2:14][N:15]([CH2:18][CH2:19][O:20][C:21]2[CH:22]=[CH:23][C:24]([CH:27]3[CH2:28][CH2:29][N:30]([C:33]4[CH2:34][CH2:35][C:36]5[N:37]([C:39]([C:42]([F:43])([F:44])[F:45])=[N:40][N:41]=5)[N:38]=4)[CH2:31][CH2:32]3)=[CH:25][CH:26]=2)[CH2:16][CH2:17]1)(=[O:11])[CH3:10]. The yield is 0.900.